From a dataset of CYP2D6 inhibition data for predicting drug metabolism from PubChem BioAssay. Regression/Classification. Given a drug SMILES string, predict its absorption, distribution, metabolism, or excretion properties. Task type varies by dataset: regression for continuous measurements (e.g., permeability, clearance, half-life) or binary classification for categorical outcomes (e.g., BBB penetration, CYP inhibition). Dataset: cyp2d6_veith. (1) The molecule is CCOC(=O)CN1C(=O)Nc2ccc(Br)cc2C1c1ccccc1. The result is 0 (non-inhibitor). (2) The compound is C[C@]12CC[C@H]3c4ccc(O)cc4CC[C@@H]3[C@H]1CC[C@@H]2OC(=O)CCC1CCCC1. The result is 0 (non-inhibitor). (3) The compound is O=C1c2ccccc2C(=O)c2c1ccc(C(=O)N1CCCCC1)c2NCCO. The result is 0 (non-inhibitor). (4) The result is 0 (non-inhibitor). The drug is CCC(C)OC(=O)C1=C(C)NC(=O)CC1c1ccccc1OC. (5) The result is 0 (non-inhibitor). The molecule is CCCC[C@@H]1C[C@H]1C(NC(=O)c1cccnc1)c1ccc(-c2ccccc2)cc1.